Dataset: Forward reaction prediction with 1.9M reactions from USPTO patents (1976-2016). Task: Predict the product of the given reaction. (1) Given the reactants [NH2:1][CH:2]1[CH2:7][CH2:6][CH:5]([NH:8][C:9](=[O:18])[C:10]2[CH:15]=[C:14]([F:16])[CH:13]=[C:12]([F:17])[CH:11]=2)[CH2:4][CH2:3]1.Cl[C:20]1[C:29]2[C:24](=[CH:25][CH:26]=[C:27]([F:30])[CH:28]=2)[N:23]=[C:22]([C:31]([F:34])([F:33])[F:32])[CH:21]=1, predict the reaction product. The product is: [F:16][C:14]1[CH:15]=[C:10]([CH:11]=[C:12]([F:17])[CH:13]=1)[C:9]([NH:8][C@H:5]1[CH2:4][CH2:3][C@@H:2]([NH:1][C:20]2[C:29]3[C:24](=[CH:25][CH:26]=[C:27]([F:30])[CH:28]=3)[N:23]=[C:22]([C:31]([F:32])([F:33])[F:34])[CH:21]=2)[CH2:7][CH2:6]1)=[O:18]. (2) Given the reactants [C:1]1([C:7]2[C:8](=O)[NH:9][N:10]=[C:11]([C:13]3[CH:18]=[CH:17][CH:16]=[CH:15][CH:14]=3)[CH:12]=2)[CH:6]=[CH:5][CH:4]=[CH:3][CH:2]=1.O=P(Cl)(Cl)[Cl:22], predict the reaction product. The product is: [Cl:22][C:8]1[N:9]=[N:10][C:11]([C:13]2[CH:18]=[CH:17][CH:16]=[CH:15][CH:14]=2)=[CH:12][C:7]=1[C:1]1[CH:6]=[CH:5][CH:4]=[CH:3][CH:2]=1. (3) Given the reactants [CH3:1][C:2](C)([O-])C.[K+].[CH2:7]([CH:10]1[CH2:15][CH2:14][CH:13]([C:16]2[CH:21]=[CH:20][C:19]([C:22]3[Se:26][C:25]([CH:27]=O)=[CH:24][CH:23]=3)=[CH:18][CH:17]=2)[CH2:12][CH2:11]1)[CH2:8][CH3:9].Cl, predict the reaction product. The product is: [CH:27]([C:25]1[Se:26][C:22]([C:19]2[CH:20]=[CH:21][C:16]([CH:13]3[CH2:14][CH2:15][CH:10]([CH2:7][CH2:8][CH3:9])[CH2:11][CH2:12]3)=[CH:17][CH:18]=2)=[CH:23][CH:24]=1)=[CH:1][CH3:2]. (4) Given the reactants [C:1]([O:5][C:6]([N:8]1[CH:12]=[CH:11][CH:10]=[C:9]1B(O)O)=[O:7])([CH3:4])([CH3:3])[CH3:2].C(=O)([O-])[O-].[Na+].[Na+].Br[C:23]1[CH:28]=[CH:27][C:26]([CH2:29][CH2:30][OH:31])=[CH:25][CH:24]=1.C(=O)([O-])O.[Na+], predict the reaction product. The product is: [OH:31][CH2:30][CH2:29][C:26]1[CH:27]=[CH:28][C:23]([C:9]2[N:8]([C:6]([O:5][C:1]([CH3:4])([CH3:3])[CH3:2])=[O:7])[CH:12]=[CH:11][CH:10]=2)=[CH:24][CH:25]=1. (5) Given the reactants Br[C:2]1[C:3]([C:25]2[CH:30]=[CH:29][N:28]=[CH:27][CH:26]=2)=[C:4]([C:17]2[CH:22]=[CH:21][C:20]([F:23])=[C:19]([F:24])[CH:18]=2)[N:5]([Si](C(C)C)(C(C)C)C(C)C)[CH:6]=1.[CH3:31][O:32][C:33]1[CH:34]=[C:35]([C@H:39]2[CH2:47][N:46]3[C@H:41]([CH2:42][C:43](=O)[CH2:44][CH2:45]3)[CH2:40]2)[CH:36]=[CH:37][CH:38]=1.C(OCC)(=O)C.C(N)(C)C, predict the reaction product. The product is: [F:24][C:19]1[CH:18]=[C:17]([C:4]2[NH:5][CH:6]=[C:2]([C:43]3[CH2:44][CH2:45][N:46]4[C@H:41]([CH:42]=3)[CH2:40][C@@H:39]([C:35]3[CH:36]=[CH:37][CH:38]=[C:33]([O:32][CH3:31])[CH:34]=3)[CH2:47]4)[C:3]=2[C:25]2[CH:30]=[CH:29][N:28]=[CH:27][CH:26]=2)[CH:22]=[CH:21][C:20]=1[F:23]. (6) Given the reactants CN(C)S(N1C(S[C:12]2[CH:17]=[CH:16][CH:15]=[CH:14][CH:13]=2)=CN=C1[Si](C(C)(C)C)(C)C)(=O)=O.[Li]CCCC.[CH3:31][N:32]([CH3:50])[S:33]([N:36]1[C:40]([CH:41]=O)=[CH:39][N:38]=[C:37]1[Si:43]([C:46]([CH3:49])([CH3:48])[CH3:47])([CH3:45])[CH3:44])(=[O:35])=[O:34], predict the reaction product. The product is: [CH:12]1([CH2:41][C:40]2[N:36]([S:33](=[O:35])(=[O:34])[N:32]([CH3:50])[CH3:31])[C:37]([Si:43]([C:46]([CH3:49])([CH3:48])[CH3:47])([CH3:45])[CH3:44])=[N:38][CH:39]=2)[CH2:17][CH2:16][CH2:15][CH2:14][CH2:13]1. (7) Given the reactants [NH2:1][C:2]1[C:12]([Cl:13])=[CH:11][C:5]([C:6]([O:8][CH2:9][CH3:10])=[O:7])=[C:4]([O:14][CH3:15])[CH:3]=1.[C:16](OC(=O)C)(=[O:18])[CH3:17].O, predict the reaction product. The product is: [C:16]([NH:1][C:2]1[C:12]([Cl:13])=[CH:11][C:5]([C:6]([O:8][CH2:9][CH3:10])=[O:7])=[C:4]([O:14][CH3:15])[CH:3]=1)(=[O:18])[CH3:17].